Dataset: Reaction yield outcomes from USPTO patents with 853,638 reactions. Task: Predict the reaction yield, written as a fraction of the theoretical maximum amount of product (1.0 means a 100% yield; for example, 0.34 means a 34% yield). (1) The reactants are [CH3:1][C@@H:2]1[CH2:7][CH2:6][C@@H:5]([CH2:8][O:9][C:10]2[CH:15]=[CH:14][C:13]([C:16]([F:19])([F:18])[F:17])=[CH:12][CH:11]=2)[CH2:4][N:3]1C(OC(C)(C)C)=O.Cl.CCOCC. The catalyst is CO. The product is [CH3:1][C@@H:2]1[CH2:7][CH2:6][C@@H:5]([CH2:8][O:9][C:10]2[CH:15]=[CH:14][C:13]([C:16]([F:18])([F:17])[F:19])=[CH:12][CH:11]=2)[CH2:4][NH:3]1. The yield is 0.630. (2) The reactants are C[O:2][C:3]([C:5]1[CH:10]=[CH:9][C:8]([C:11]2[CH:16]=[C:15]([Cl:17])[C:14]([CH2:18][N:19]3[CH2:23][CH2:22][CH:21]([CH:24]4[CH2:29][CH2:28][CH:27]([O:30][Si:31]([C:44]([CH3:47])([CH3:46])[CH3:45])([C:38]5[CH:43]=[CH:42][CH:41]=[CH:40][CH:39]=5)[C:32]5[CH:37]=[CH:36][CH:35]=[CH:34][CH:33]=5)[CH2:26][CH2:25]4)[C:20]3=[O:48])=[C:13]([Cl:49])[CH:12]=2)=[CH:7][CH:6]=1)=[O:4].[Li+].[OH-]. The catalyst is C1COCC1.CO.C(OCC)(=O)C. The product is [C:44]([Si:31]([C:32]1[CH:37]=[CH:36][CH:35]=[CH:34][CH:33]=1)([C:38]1[CH:43]=[CH:42][CH:41]=[CH:40][CH:39]=1)[O:30][CH:27]1[CH2:28][CH2:29][CH:24]([CH:21]2[CH2:22][CH2:23][N:19]([CH2:18][C:14]3[C:15]([Cl:17])=[CH:16][C:11]([C:8]4[CH:7]=[CH:6][C:5]([C:3]([OH:4])=[O:2])=[CH:10][CH:9]=4)=[CH:12][C:13]=3[Cl:49])[C:20]2=[O:48])[CH2:25][CH2:26]1)([CH3:47])([CH3:45])[CH3:46]. The yield is 0.990.